Dataset: NCI-60 drug combinations with 297,098 pairs across 59 cell lines. Task: Regression. Given two drug SMILES strings and cell line genomic features, predict the synergy score measuring deviation from expected non-interaction effect. (1) Drug 1: C1CC(=O)NC(=O)C1N2CC3=C(C2=O)C=CC=C3N. Drug 2: COC1=CC(=CC(=C1O)OC)C2C3C(COC3=O)C(C4=CC5=C(C=C24)OCO5)OC6C(C(C7C(O6)COC(O7)C8=CC=CS8)O)O. Cell line: SF-539. Synergy scores: CSS=41.9, Synergy_ZIP=-1.37, Synergy_Bliss=0.0102, Synergy_Loewe=-8.22, Synergy_HSA=2.21. (2) Drug 1: C1=C(C(=O)NC(=O)N1)N(CCCl)CCCl. Drug 2: CS(=O)(=O)OCCCCOS(=O)(=O)C. Cell line: HS 578T. Synergy scores: CSS=12.8, Synergy_ZIP=-4.04, Synergy_Bliss=3.31, Synergy_Loewe=-1.58, Synergy_HSA=0.829. (3) Drug 1: C1CC(=O)NC(=O)C1N2CC3=C(C2=O)C=CC=C3N. Drug 2: C(CC(=O)O)C(=O)CN.Cl. Cell line: HOP-62. Synergy scores: CSS=8.29, Synergy_ZIP=-6.17, Synergy_Bliss=-10.3, Synergy_Loewe=-5.44, Synergy_HSA=-7.20.